The task is: Regression. Given a peptide amino acid sequence and an MHC pseudo amino acid sequence, predict their binding affinity value. This is MHC class I binding data.. This data is from Peptide-MHC class I binding affinity with 185,985 pairs from IEDB/IMGT. (1) The peptide sequence is RLRYNLCKY. The MHC is HLA-A68:01 with pseudo-sequence HLA-A68:01. The binding affinity (normalized) is 0.214. (2) The peptide sequence is VVQRCASNK. The MHC is HLA-A31:01 with pseudo-sequence HLA-A31:01. The binding affinity (normalized) is 0.166. (3) The peptide sequence is MLRKKQITV. The binding affinity (normalized) is 0.0847. The MHC is HLA-B44:02 with pseudo-sequence HLA-B44:02. (4) The peptide sequence is ALYSYASAK. The MHC is HLA-B48:01 with pseudo-sequence HLA-B48:01. The binding affinity (normalized) is 0.0847. (5) The MHC is HLA-A02:03 with pseudo-sequence HLA-A02:03. The binding affinity (normalized) is 0.702. The peptide sequence is ETMYLTMKAI. (6) The peptide sequence is RMRRAEPAA. The MHC is HLA-B07:02 with pseudo-sequence HLA-B07:02. The binding affinity (normalized) is 0.163.